This data is from M1 muscarinic receptor antagonist screen with 61,756 compounds. The task is: Binary Classification. Given a drug SMILES string, predict its activity (active/inactive) in a high-throughput screening assay against a specified biological target. (1) The molecule is S=c1n(CCCC(=O)NC2CC2)c(=O)c2c([nH]1)cc1OCOc1c2. The result is 0 (inactive). (2) The molecule is Clc1ccc(NC(=O)Nc2ccc(cc2)C#N)cc1. The result is 0 (inactive). (3) The molecule is S(=O)(=O)(N1C(N(CC1)C(=O)C)c1ccc(N(C)C)cc1)c1ccc(cc1)C. The result is 0 (inactive). (4) The drug is O1c2cc(N3C(=NCC3=O)Nc3nc(cc(n3)C)C)ccc2OCC1. The result is 0 (inactive). (5) The molecule is O1c2c(OC1)ccc(c1onc(C(=O)Nc3c(n(nc3C)Cc3ccccc3)C)c1)c2. The result is 0 (inactive). (6) The result is 0 (inactive). The compound is Clc1cc(NC(=O)c2ocnc2C)c(OC)cc1. (7) The drug is O=C(n1c2c(nc1)cccc2)c1ccc(N(CC)CC)cc1. The result is 0 (inactive). (8) The compound is Clc1cc(c2oc(SCC(=O)N3CCN(CC3)C(OCC)=O)nn2)ccc1. The result is 0 (inactive).